Dataset: Full USPTO retrosynthesis dataset with 1.9M reactions from patents (1976-2016). Task: Predict the reactants needed to synthesize the given product. Given the product [Cl:1][C:2]1[N:3]=[CH:4][C:5]([S:8]([NH:17][C@@H:15]([CH3:16])[C:14]([F:19])([F:18])[F:13])(=[O:10])=[O:9])=[CH:6][CH:7]=1, predict the reactants needed to synthesize it. The reactants are: [Cl:1][C:2]1[CH:7]=[CH:6][C:5]([S:8](Cl)(=[O:10])=[O:9])=[CH:4][N:3]=1.Cl.[F:13][C:14]([F:19])([F:18])[C@@H:15]([NH2:17])[CH3:16].